This data is from Forward reaction prediction with 1.9M reactions from USPTO patents (1976-2016). The task is: Predict the product of the given reaction. (1) Given the reactants [NH2:1][C:2]1[CH:9]=[C:8](F)[C:5]([C:6]#[N:7])=[CH:4][N:3]=1.[O:11]1[CH2:15][CH2:14][CH:13]([NH2:16])[CH2:12]1, predict the reaction product. The product is: [NH2:1][C:2]1[CH:9]=[C:8]([NH:16][CH:13]2[CH2:14][CH2:15][O:11][CH2:12]2)[C:5]([C:6]#[N:7])=[CH:4][N:3]=1. (2) Given the reactants [Br-:1].[K+].Br.N([O-])=O.[Na+].[C:8]([O:12][CH2:13][C@@H:14]([C:16]([OH:18])=[O:17])N)([CH3:11])([CH3:10])[CH3:9], predict the reaction product. The product is: [Br:1][CH:14]([CH2:13][O:12][C:8]([CH3:11])([CH3:10])[CH3:9])[C:16]([OH:18])=[O:17]. (3) Given the reactants Cl[C:2]1[N:11]=[C:10]([N:12]2[CH2:17][CH2:16][O:15][CH2:14][CH2:13]2)[C:9]2[C:4](=[C:5]([C:18]3[CH:19]=[N:20][C:21]([F:24])=[CH:22][CH:23]=3)[CH:6]=[CH:7][CH:8]=2)[N:3]=1.[CH3:25][N:26]([CH3:54])[C:27](=[O:53])[C:28]1[CH:33]=[CH:32][C:31]([NH:34][C:35]([NH:37][C:38]2[CH:43]=[CH:42][C:41](B3OC(C)(C)C(C)(C)O3)=[CH:40][CH:39]=2)=[O:36])=[CH:30][CH:29]=1.C(=O)([O-])[O-].[Cs+].[Cs+].CN(C=O)C, predict the reaction product. The product is: [F:24][C:21]1[N:20]=[CH:19][C:18]([C:5]2[CH:6]=[CH:7][CH:8]=[C:9]3[C:4]=2[N:3]=[C:2]([C:41]2[CH:40]=[CH:39][C:38]([NH:37][C:35](=[O:36])[NH:34][C:31]4[CH:30]=[CH:29][C:28]([C:27]([N:26]([CH3:54])[CH3:25])=[O:53])=[CH:33][CH:32]=4)=[CH:43][CH:42]=2)[N:11]=[C:10]3[N:12]2[CH2:17][CH2:16][O:15][CH2:14][CH2:13]2)=[CH:23][CH:22]=1. (4) Given the reactants [C:1]([C:3]1[CH:8]=[CH:7][C:6]([N+:9]([O-:11])=[O:10])=[CH:5][CH:4]=1)#[CH:2].C(=O)([O-])[O-].[K+].[K+].[CH2:18]1[CH2:22]OC[CH2:19]1.CO, predict the reaction product. The product is: [N+:9]([C:6]1[CH:5]=[CH:4][C:3]([C:1]#[C:2][CH2:19][CH2:18][CH3:22])=[CH:8][CH:7]=1)([O-:11])=[O:10]. (5) Given the reactants [F:1][C:2]([F:30])([F:29])[C:3]1[CH:4]=[C:5]([CH:22]=[C:23]([C:25]([F:28])([F:27])[F:26])[CH:24]=1)[CH2:6][O:7][CH2:8][C:9]1[CH:10]=[N:11][CH:12]=[CH:13][C:14]=1[C:15]1[CH:20]=[CH:19][CH:18]=[CH:17][C:16]=1[CH3:21].[CH2:31]([Br:38])[C:32]1[CH:37]=[CH:36][CH:35]=[CH:34][CH:33]=1, predict the reaction product. The product is: [Br-:38].[CH2:31]([N+:11]1[CH:12]=[CH:13][C:14]([C:15]2[CH:20]=[CH:19][CH:18]=[CH:17][C:16]=2[CH3:21])=[C:9]([CH2:8][O:7][CH2:6][C:5]2[CH:4]=[C:3]([C:2]([F:29])([F:1])[F:30])[CH:24]=[C:23]([C:25]([F:28])([F:27])[F:26])[CH:22]=2)[CH:10]=1)[C:32]1[CH:37]=[CH:36][CH:35]=[CH:34][CH:33]=1. (6) Given the reactants [N:1]([CH2:4][CH:5]1[O:9][C:8](=[O:10])[N:7]([C:11]2[CH:16]=[CH:15][C:14]([N:17]3[CH:21]=[C:20]([CH2:22][N:23]4[CH:27]=[CH:26][N:25]=[CH:24]4)[N:19]=[CH:18]3)=[C:13]([F:28])[CH:12]=2)[CH2:6]1)=[N+]=[N-].C1(P(C2C=CC=CC=2)C2C=CC=CC=2)C=CC=CC=1.O, predict the reaction product. The product is: [NH2:1][CH2:4][CH:5]1[O:9][C:8](=[O:10])[N:7]([C:11]2[CH:16]=[CH:15][C:14]([N:17]3[CH:21]=[C:20]([CH2:22][N:23]4[CH:27]=[CH:26][N:25]=[CH:24]4)[N:19]=[CH:18]3)=[C:13]([F:28])[CH:12]=2)[CH2:6]1. (7) Given the reactants [NH:1]1[C:5]2=[N:6][CH:7]=[CH:8][CH:9]=[C:4]2[C:3]([C:10]#[N:11])=[N:2]1.[CH:12]1([CH2:18]Br)[CH2:17][CH2:16][CH2:15][CH2:14][CH2:13]1.C(=O)([O-])[O-].[Cs+].[Cs+].O, predict the reaction product. The product is: [CH:12]1([CH2:18][N:1]2[C:5]3=[N:6][CH:7]=[CH:8][CH:9]=[C:4]3[C:3]([C:10]#[N:11])=[N:2]2)[CH2:17][CH2:16][CH2:15][CH2:14][CH2:13]1.